Dataset: Forward reaction prediction with 1.9M reactions from USPTO patents (1976-2016). Task: Predict the product of the given reaction. (1) Given the reactants Br[C:2]1[C:3]([NH2:10])=[N:4][C:5]([Cl:9])=[C:6]([Br:8])[N:7]=1.[Br-].C([O:14][C:15](=O)[CH2:16][CH2:17][Zn+])C, predict the reaction product. The product is: [Br:8][C:6]1[N:7]=[C:2]2[CH2:17][CH2:16][C:15](=[O:14])[NH:10][C:3]2=[N:4][C:5]=1[Cl:9]. (2) Given the reactants [C:1]([O:6][CH2:7][CH3:8])(=[O:5])[CH:2]([CH3:4])[CH3:3].[Li+].CC([N-]C(C)C)C.[CH2:17]([O:24][C:25]1[CH:32]=[CH:31][C:28]([CH:29]=[O:30])=[CH:27][CH:26]=1)[C:18]1[CH:23]=[CH:22][CH:21]=[CH:20][CH:19]=1.O, predict the reaction product. The product is: [CH2:7]([O:6][C:1](=[O:5])[C:2]([CH3:4])([CH3:3])[CH:29]([C:28]1[CH:27]=[CH:26][C:25]([O:24][CH2:17][C:18]2[CH:19]=[CH:20][CH:21]=[CH:22][CH:23]=2)=[CH:32][CH:31]=1)[OH:30])[CH3:8]. (3) Given the reactants Cl[CH2:2][C:3]1[CH:8]=[CH:7][C:6]([O:9][CH2:10][CH2:11][O:12][CH3:13])=[C:5]([O:14][CH2:15][CH2:16][O:17][CH3:18])[CH:4]=1.[C-:19]#[N:20].[K+], predict the reaction product. The product is: [CH3:18][O:17][CH2:16][CH2:15][O:14][C:5]1[CH:4]=[C:3]([CH2:2][C:19]#[N:20])[CH:8]=[CH:7][C:6]=1[O:9][CH2:10][CH2:11][O:12][CH3:13].